The task is: Predict the reaction yield, written as a fraction of the theoretical maximum amount of product (1.0 means a 100% yield; for example, 0.34 means a 34% yield).. This data is from Reaction yield outcomes from USPTO patents with 853,638 reactions. (1) The reactants are [Cl:1][CH2:2][C@H:3]1[C:11]2[C:6](=[CH:7][C:8]([OH:16])=[C:9]3[S:14][CH:13]=[C:12]([CH3:15])[C:10]3=2)[N:5]([C:17]([C:19]2[NH:20][C:21]3[C:26]([CH:27]=2)=[CH:25][C:24]([NH:28][C:29]([C:31]2[NH:32][C:33]4[C:38]([CH:39]=2)=[CH:37][C:36]([O:40][CH2:41][CH2:42][N:43]2[CH2:47][CH2:46][CH2:45][CH2:44]2)=[CH:35][CH:34]=4)=[O:30])=[CH:23][CH:22]=3)=[O:18])[CH2:4]1.Cl[C:49](OC1C=CC([N+]([O-])=O)=CC=1)=[O:50].C(N(CC)CC)C.[O:68]=[C:69]1[CH:73]=[CH:72][C:71](=[O:74])[N:70]1[CH2:75][CH2:76][CH2:77][CH2:78][CH2:79][C:80]([NH:82][C@H:83]([C:87]([NH:89][C@H:90]([C:98]([NH:100][C:101]1[CH:106]=[CH:105][C:104]([CH2:107][O:108][C:109](=[O:119])[N:110]([CH2:112][C:113]([CH3:118])([CH3:117])[CH2:114][NH:115][CH3:116])[CH3:111])=[CH:103][CH:102]=1)=[O:99])[CH2:91][CH2:92][CH2:93][NH:94][C:95](=[O:97])[NH2:96])=[O:88])[CH:84]([CH3:86])[CH3:85])=[O:81]. The catalyst is C(Cl)Cl.C1COCC1. The product is [O:74]=[C:71]1[CH:72]=[CH:73][C:69](=[O:68])[N:70]1[CH2:75][CH2:76][CH2:77][CH2:78][CH2:79][C:80]([NH:82][C@H:83]([C:87]([NH:89][C@H:90]([C:98]([NH:100][C:101]1[CH:106]=[CH:105][C:104]([CH2:107][O:108][C:109](=[O:119])[N:110]([CH2:112][C:113]([CH3:117])([CH3:118])[CH2:114][N:115]([C:49]([O:16][C:8]2[CH:7]=[C:6]3[C:11]([C@H:3]([CH2:2][Cl:1])[CH2:4][N:5]3[C:17]([C:19]3[NH:20][C:21]4[C:26]([CH:27]=3)=[CH:25][C:24]([NH:28][C:29]([C:31]3[NH:32][C:33]5[C:38]([CH:39]=3)=[CH:37][C:36]([O:40][CH2:41][CH2:42][N:43]3[CH2:47][CH2:46][CH2:45][CH2:44]3)=[CH:35][CH:34]=5)=[O:30])=[CH:23][CH:22]=4)=[O:18])=[C:10]3[C:12]([CH3:15])=[CH:13][S:14][C:9]=23)=[O:50])[CH3:116])[CH3:111])=[CH:103][CH:102]=1)=[O:99])[CH2:91][CH2:92][CH2:93][NH:94][C:95](=[O:97])[NH2:96])=[O:88])[CH:84]([CH3:85])[CH3:86])=[O:81]. The yield is 0.200. (2) The reactants are [C:1]12([C:11]3[CH:27]=[CH:26][C:14]([O:15][CH2:16][C:17]([N:19]4[CH2:24][CH2:23][N:22]([CH3:25])[CH2:21][CH2:20]4)=[O:18])=[CH:13][CH:12]=3)[CH2:10][CH:5]3[CH2:6][CH:7]([CH2:9][CH:3]([CH2:4]3)[CH2:2]1)[CH2:8]2.[C:28]([OH:35])(=[O:34])[CH2:29][CH2:30][C:31]([OH:33])=[O:32]. No catalyst specified. The product is [C:31]([CH2:30][CH2:29][C:28]([O-:35])=[O:34])([OH:33])=[O:32].[C:1]12([C:11]3[CH:27]=[CH:26][C:14]([O:15][CH2:16][C:17]([N:19]4[CH2:24][CH2:23][NH+:22]([CH3:25])[CH2:21][CH2:20]4)=[O:18])=[CH:13][CH:12]=3)[CH2:10][CH:5]3[CH2:6][CH:7]([CH2:9][CH:3]([CH2:4]3)[CH2:2]1)[CH2:8]2. The yield is 0.720.